From a dataset of Forward reaction prediction with 1.9M reactions from USPTO patents (1976-2016). Predict the product of the given reaction. (1) Given the reactants Cl[C:2]1[N:3]=[C:4]([N:22]2[CH2:27][CH2:26][O:25][CH2:24][CH2:23]2)[C:5]2[N:10]=[C:9]([CH2:11][N:12]3[CH2:15][CH:14]([N:16]4[CH2:21][CH2:20][O:19][CH2:18][CH2:17]4)[CH2:13]3)[S:8][C:6]=2[N:7]=1.[NH2:28][C:29]1[CH:34]=[CH:33][CH:32]=[CH:31][C:30]=1[NH2:35].C1C=CC(P(C2C(C3C(P(C4C=CC=CC=4)C4C=CC=CC=4)=CC=C4C=3C=CC=C4)=C3C(C=CC=C3)=CC=2)C2C=CC=CC=2)=CC=1.C(=O)([O-])[O-].[Cs+].[Cs+], predict the reaction product. The product is: [O:25]1[CH2:26][CH2:27][N:22]([C:4]2[C:5]3[N:10]=[C:9]([CH2:11][N:12]4[CH2:15][CH:14]([N:16]5[CH2:21][CH2:20][O:19][CH2:18][CH2:17]5)[CH2:13]4)[S:8][C:6]=3[N:7]=[C:2]([NH:28][C:29]3[C:30]([NH2:35])=[CH:31][CH:32]=[CH:33][CH:34]=3)[N:3]=2)[CH2:23][CH2:24]1. (2) The product is: [Cl:14][C:13]1[C:3]2[CH2:2][N:28]([CH:26]([C:23]3[N:24]=[N:25][C:20]([O:19][CH2:18][C:17]([F:16])([F:31])[CH3:30])=[C:21]([CH3:29])[CH:22]=3)[CH3:27])[C:5](=[O:7])[C:4]=2[CH:10]=[CH:11][N:12]=1. Given the reactants Br[CH2:2][C:3]1[C:13]([Cl:14])=[N:12][CH:11]=[CH:10][C:4]=1[C:5]([O:7]CC)=O.Cl.[F:16][C:17]([F:31])([CH3:30])[CH2:18][O:19][C:20]1[N:25]=[N:24][C:23]([CH:26]([NH2:28])[CH3:27])=[CH:22][C:21]=1[CH3:29], predict the reaction product. (3) Given the reactants [O:1]1[C:5]2[CH:6]=[CH:7][C:8]([C:10]3[CH:15]=[C:14]([O:16]C)[N:13]=[C:12](S(C)(=O)=O)[N:11]=3)=[CH:9][C:4]=2[O:3][CH2:2]1.[NH:22]1[C:30]2[C:25](=[CH:26][C:27]([NH2:31])=[CH:28][CH:29]=2)[CH:24]=[N:23]1.Cl.O1CCOCC1, predict the reaction product. The product is: [O:1]1[C:5]2[CH:6]=[CH:7][C:8]([C:10]3[NH:11][C:12]([NH:31][C:27]4[CH:26]=[C:25]5[C:30](=[CH:29][CH:28]=4)[NH:22][N:23]=[CH:24]5)=[N:13][C:14](=[O:16])[CH:15]=3)=[CH:9][C:4]=2[O:3][CH2:2]1. (4) Given the reactants [CH2:1]([N:5]([CH2:13][CH2:14][CH2:15][CH3:16])[C:6]1[CH:7]=[C:8]([OH:12])[CH:9]=[CH:10][CH:11]=1)[CH2:2][CH2:3][CH3:4].[CH2:17]([N:19]([CH2:28][CH3:29])[C:20]1[CH:25]=[CH:24][C:23]([N:26]=O)=[CH:22][CH:21]=1)[CH3:18].[Cl:30]([OH:34])(=[O:33])(=[O:32])=[O:31].CO, predict the reaction product. The product is: [Cl:30]([O-:34])(=[O:33])(=[O:32])=[O:31].[CH2:1]([N:5]([C:6]1[C:7]2[NH2+:26][C:23]3[C:24](=[CH:25][C:20]([N:19]([CH2:28][CH3:29])[CH2:17][CH3:18])=[CH:21][CH:22]=3)[O:12][C:8]=2[CH:9]=[CH:10][CH:11]=1)[CH2:13][CH2:14][CH2:15][CH3:16])[CH2:2][CH2:3][CH3:4]. (5) Given the reactants [OH:1][C:2]1[CH:10]=[C:9]([OH:11])[CH:8]=[CH:7][C:3]=1[C:4]([OH:6])=[O:5].C([O-])([O-])=O.[K+].[K+].[CH2:18](Br)[C:19]1[CH:24]=[CH:23][CH:22]=[CH:21][CH:20]=1, predict the reaction product. The product is: [CH2:18]([O:1][C:2]1[CH:10]=[C:9]([O:11][CH2:4][C:3]2[CH:7]=[CH:8][CH:9]=[CH:10][CH:2]=2)[CH:8]=[CH:7][C:3]=1[C:4]([OH:6])=[O:5])[C:19]1[CH:24]=[CH:23][CH:22]=[CH:21][CH:20]=1. (6) Given the reactants [CH2:1]([N:8]([CH2:18][CH:19](O)[CH2:20][N:21]([CH2:31][C:32]1[CH:37]=[CH:36][CH:35]=[CH:34][CH:33]=1)[C:22]([O:24][CH2:25][C:26]1[S:30][CH:29]=[N:28][CH:27]=1)=[O:23])[C:9](=[O:17])[O:10][CH2:11][C:12]1[S:16][CH:15]=[N:14][CH:13]=1)[C:2]1[CH:7]=[CH:6][CH:5]=[CH:4][CH:3]=1.CC[N:41](CC)CC.CS(Cl)(=O)=O.[N-]=[N+]=[N-].[Na+].O.O.[Sn](Cl)Cl.C([O-])(O)=O.[Na+], predict the reaction product. The product is: [CH2:1]([N:8]([CH2:18][CH:19]([NH2:41])[CH2:20][N:21]([CH2:31][C:32]1[CH:37]=[CH:36][CH:35]=[CH:34][CH:33]=1)[C:22]([O:24][CH2:25][C:26]1[S:30][CH:29]=[N:28][CH:27]=1)=[O:23])[C:9](=[O:17])[O:10][CH2:11][C:12]1[S:16][CH:15]=[N:14][CH:13]=1)[C:2]1[CH:7]=[CH:6][CH:5]=[CH:4][CH:3]=1. (7) Given the reactants Cl[CH2:2][CH2:3][NH:4][CH2:5][CH2:6]Cl.CS(O[C@@H:13]([CH3:17])[C:14]([O-])=[O:15])(=O)=O.[O:18]1[C:23]2[CH:24]=[CH:25][CH:26]=[C:27]([NH2:28])[C:22]=2[O:21][CH2:20][CH2:19]1.C(=O)(O)[O-].[Na+].[H-].[Al+3].[Li+].[H-].[H-].[H-], predict the reaction product. The product is: [O:18]1[C:23]2[CH:24]=[CH:25][CH:26]=[C:27]([N:28]3[CH2:6][CH2:5][N:4]([C@H:13]([CH3:17])[CH2:14][OH:15])[CH2:3][CH2:2]3)[C:22]=2[O:21][CH2:20][CH2:19]1. (8) Given the reactants [CH3:1][O:2][C:3]1[CH:4]=[C:5]([C@H:11]([N:24]2[C:32](=[O:33])[C:31]3[C:26](=[CH:27][CH:28]=[CH:29][C:30]=3[N:34]3[CH2:39][CH2:38][NH:37][CH2:36][CH2:35]3)[C:25]2=[O:40])[CH2:12][CH2:13][CH2:14][NH:15][S:16]([C:19]2[S:20][CH:21]=[CH:22][CH:23]=2)(=[O:18])=[O:17])[CH:6]=[CH:7][C:8]=1[O:9][CH3:10].ClC(Cl)C.[O:45]1[CH:49]=[CH:48][C:47]([CH:50]=O)=[CH:46]1.C(O[BH-](OC(=O)C)OC(=O)C)(=O)C.C[N+](C)(C)C, predict the reaction product. The product is: [CH3:1][O:2][C:3]1[CH:4]=[C:5]([C@H:11]([N:24]2[C:32](=[O:33])[C:31]3[C:26](=[CH:27][CH:28]=[CH:29][C:30]=3[N:34]3[CH2:39][CH2:38][N:37]([CH2:50][C:47]4[CH:48]=[CH:49][O:45][CH:46]=4)[CH2:36][CH2:35]3)[C:25]2=[O:40])[CH2:12][CH2:13][CH2:14][NH:15][S:16]([C:19]2[S:20][CH:21]=[CH:22][CH:23]=2)(=[O:18])=[O:17])[CH:6]=[CH:7][C:8]=1[O:9][CH3:10].